Task: Predict the product of the given reaction.. Dataset: Forward reaction prediction with 1.9M reactions from USPTO patents (1976-2016) Given the reactants [CH2:1]([O:3][C:4]([C:6]1([C:9]2[CH:14]=[CH:13][C:12]([C:15]3[CH:20]=[CH:19][C:18]([C:21]4[O:25][N:24]=[C:23]([CH3:26])[C:22]=4[CH2:27]Br)=[CH:17][CH:16]=3)=[CH:11][CH:10]=2)[CH2:8][CH2:7]1)=[O:5])[CH3:2].[CH2:29]([C@H:36]1[CH2:40][O:39][C:38](=[O:41])[NH:37]1)[C:30]1[CH:35]=[CH:34][CH:33]=[CH:32][CH:31]=1, predict the reaction product. The product is: [CH2:1]([O:3][C:4]([C:6]1([C:9]2[CH:14]=[CH:13][C:12]([C:15]3[CH:20]=[CH:19][C:18]([C:21]4[O:25][N:24]=[C:23]([CH3:26])[C:22]=4[CH2:27][N:37]4[C@@H:36]([CH2:29][C:30]5[CH:35]=[CH:34][CH:33]=[CH:32][CH:31]=5)[CH2:40][O:39][C:38]4=[O:41])=[CH:17][CH:16]=3)=[CH:11][CH:10]=2)[CH2:8][CH2:7]1)=[O:5])[CH3:2].